Dataset: Full USPTO retrosynthesis dataset with 1.9M reactions from patents (1976-2016). Task: Predict the reactants needed to synthesize the given product. (1) Given the product [F:12][C:11]([C:14]([C:17]([C:20]([Cl:23])([F:21])[F:22])([Cl:19])[F:18])([F:16])[F:15])=[O:10], predict the reactants needed to synthesize it. The reactants are: C(C(C([O:10][C:11]([C:14]([C:17]([C:20]([Cl:23])([F:22])[F:21])([Cl:19])[F:18])([F:16])[F:15])(F)[F:12])=O)(F)F)(F)(F)F.[F-].[Na+]. (2) Given the product [CH:1]1([NH:4][C:5]([C:7]2[N:12]=[C:11]([C:13]3[CH2:18][CH2:17][N:16]([S:19]([C:22]4[CH:23]=[CH:24][C:25]([O:28][C:29]([F:31])([F:30])[F:32])=[CH:26][CH:27]=4)(=[O:21])=[O:20])[CH2:15][CH:14]=3)[CH:10]=[CH:9][C:8]=2[Cl:44])=[O:6])[CH2:3][CH2:2]1, predict the reactants needed to synthesize it. The reactants are: [CH:1]1([NH:4][C:5]([C:7]2[N:12]=[C:11]([C:13]3[CH2:14][CH2:15][N:16]([S:19]([C:22]4[CH:27]=[CH:26][C:25]([O:28][C:29]([F:32])([F:31])[F:30])=[CH:24][CH:23]=4)(=[O:21])=[O:20])[CH2:17][CH:18]=3)[CH:10]=[CH:9][CH:8]=2)=[O:6])[CH2:3][CH2:2]1.FC(F)(F)C1C=C(S([Cl:44])(=O)=O)C=CC=1. (3) Given the product [OH:14][C:11]1[CH:12]=[CH:13][C:7]2[N:6]=[C:5]([NH:4][C:3]([NH:20][CH2:19][CH2:18][O:17][CH3:16])=[O:15])[NH:9][C:8]=2[CH:10]=1, predict the reactants needed to synthesize it. The reactants are: CO[C:3](=[O:15])[NH:4][C:5]1[NH:9][C:8]2[CH:10]=[C:11]([OH:14])[CH:12]=[CH:13][C:7]=2[N:6]=1.[CH3:16][O:17][CH2:18][CH2:19][NH2:20].O. (4) Given the product [Cl:19][C:20]1[CH:25]=[C:24]([B:9]2[O:10][C:11]([CH3:16])([CH3:17])[C:12]([CH3:14])([CH3:15])[O:13]2)[CH:23]=[C:22]([Cl:26])[C:21]=1[C:27]([F:28])([F:29])[F:30], predict the reactants needed to synthesize it. The reactants are: [CH3:16][C:11]1([CH3:17])[C:12]([CH3:15])([CH3:14])[O:13][B:9]([B:9]2[O:13][C:12]([CH3:15])([CH3:14])[C:11]([CH3:17])([CH3:16])[O:10]2)[O:10]1.[Cl:19][C:20]1[CH:25]=[CH:24][CH:23]=[C:22]([Cl:26])[C:21]=1[C:27]([F:30])([F:29])[F:28]. (5) Given the product [O:55]1[CH2:56][CH2:51][CH:52]=[CH:53][CH:54]1[C:31]1[C:32](=[O:50])[N:33]([CH2:35][CH2:36][O:37][C:38]2[C:47]3[C:42](=[CH:43][C:44]([O:48][CH3:49])=[CH:45][CH:46]=3)[N:41]=[CH:40][CH:39]=2)[CH:34]=[CH:29][CH:30]=1, predict the reactants needed to synthesize it. The reactants are: C(P(C(C)(C)C)C(C)(C)C)(C)(C)C.CN(C1CCCCC1)C1CCCCC1.Br[C:29]1[CH:30]=[CH:31][C:32](=[O:50])[N:33]([CH2:35][CH2:36][O:37][C:38]2[C:47]3[C:42](=[CH:43][C:44]([O:48][CH3:49])=[CH:45][CH:46]=3)[N:41]=[CH:40][CH:39]=2)[CH:34]=1.[CH2:51]1[CH2:56][O:55][CH:54]=[CH:53][CH2:52]1. (6) Given the product [O:32]=[C:28]1[CH2:29][CH2:30][CH2:31][N:27]1[C:2]1[CH:3]=[CH:4][C:5]([O:8][C:9]2[CH:26]=[CH:25][C:12]3[CH2:13][CH2:14][N:15]([C:18]([O:20][C:21]([CH3:24])([CH3:23])[CH3:22])=[O:19])[CH2:16][CH2:17][C:11]=3[CH:10]=2)=[N:6][CH:7]=1, predict the reactants needed to synthesize it. The reactants are: Br[C:2]1[CH:3]=[CH:4][C:5]([O:8][C:9]2[CH:26]=[CH:25][C:12]3[CH2:13][CH2:14][N:15]([C:18]([O:20][C:21]([CH3:24])([CH3:23])[CH3:22])=[O:19])[CH2:16][CH2:17][C:11]=3[CH:10]=2)=[N:6][CH:7]=1.[NH:27]1[CH2:31][CH2:30][CH2:29][C:28]1=[O:32].C(=O)([O-])[O-].[K+].[K+].C(N)CN. (7) The reactants are: [F:1][C:2]1[C:3]([NH:28][C:29](=[O:35])[O:30][C:31]([CH3:34])([CH3:33])[CH3:32])=[N:4][CH:5]=[C:6]([C:8]2[CH:9]=[C:10]3[C:16](I)=[CH:15][N:14]([S:18]([C:21]4[CH:27]=[CH:26][C:24]([CH3:25])=[CH:23][CH:22]=4)(=[O:20])=[O:19])[C:11]3=[N:12][CH:13]=2)[CH:7]=1.[F:36][C:37]1[CH:38]=[C:39]([CH:57]=[CH:58][CH:59]=1)[CH2:40][N:41]1[C:45]([CH3:46])=[C:44](B2OC(C)(C)C(C)(C)O2)[C:43]([CH3:56])=[N:42]1.C(=O)([O-])[O-].[Na+].[Na+]. Given the product [F:1][C:2]1[C:3]([NH:28][C:29](=[O:35])[O:30][C:31]([CH3:34])([CH3:33])[CH3:32])=[N:4][CH:5]=[C:6]([C:8]2[CH:9]=[C:10]3[C:16]([C:44]4[C:43]([CH3:56])=[N:42][N:41]([CH2:40][C:39]5[CH:57]=[CH:58][CH:59]=[C:37]([F:36])[CH:38]=5)[C:45]=4[CH3:46])=[CH:15][N:14]([S:18]([C:21]4[CH:27]=[CH:26][C:24]([CH3:25])=[CH:23][CH:22]=4)(=[O:20])=[O:19])[C:11]3=[N:12][CH:13]=2)[CH:7]=1, predict the reactants needed to synthesize it.